Dataset: Forward reaction prediction with 1.9M reactions from USPTO patents (1976-2016). Task: Predict the product of the given reaction. Given the reactants COC1C=C(C=CC=1OC)C(C1C=CC(OC)=C(OC)C=1)=O.[C:23]1([O:31][CH3:32])[C:24](=[CH:27][CH:28]=[CH:29][CH:30]=1)[O:25][CH3:26].[Cl-].[Al+3].[Cl-].[Cl-].[CH3:37][O:38][C:39]1[CH:47]=[CH:46][CH:45]=[C:44]([O:48][CH3:49])[C:40]=1[C:41](Cl)=[O:42], predict the reaction product. The product is: [CH3:49][O:48][C:44]1[CH:45]=[CH:46][CH:47]=[C:39]([O:38][CH3:37])[C:40]=1[C:41](=[O:42])[C:29]1[CH:28]=[CH:27][C:24]([O:25][CH3:26])=[C:23]([O:31][CH3:32])[CH:30]=1.